Dataset: Forward reaction prediction with 1.9M reactions from USPTO patents (1976-2016). Task: Predict the product of the given reaction. Given the reactants C([BH-](C(CC)C)C(CC)C)(CC)C.[Li+].[C:15]([O:19][C:20]([NH:22][C@@:23]1([C:37]([O:39][C:40]([CH3:43])([CH3:42])[CH3:41])=[O:38])[CH2:28][C:27](=[O:29])[C@@H:26]2[C@H:24]1[C@H:25]2[C:30]([O:32][C:33]([CH3:36])([CH3:35])[CH3:34])=[O:31])=[O:21])([CH3:18])([CH3:17])[CH3:16].C(=O)(O)[O-].[Na+].OO, predict the reaction product. The product is: [C:15]([O:19][C:20]([NH:22][C@@:23]1([C:37]([O:39][C:40]([CH3:43])([CH3:42])[CH3:41])=[O:38])[CH2:28][C@H:27]([OH:29])[C@@H:26]2[C@H:24]1[C@H:25]2[C:30]([O:32][C:33]([CH3:35])([CH3:34])[CH3:36])=[O:31])=[O:21])([CH3:18])([CH3:16])[CH3:17].